Dataset: Forward reaction prediction with 1.9M reactions from USPTO patents (1976-2016). Task: Predict the product of the given reaction. (1) The product is: [F:41][CH2:40][C@@:27]1([C:30]([O:32][CH2:33][C:34]2[CH:35]=[CH:36][CH:37]=[CH:38][CH:39]=2)=[O:31])[CH2:28][CH2:29][C:24]([C:11]2[C:12]([CH3:22])([CH3:23])[C@H:13]3[C@:8]([CH3:42])([CH2:9][CH:10]=2)[C@@H:7]2[C@:16]([CH3:21])([C@@:17]4([CH3:20])[C@H:4]([CH2:5][CH2:6]2)[C@H:3]2[C@H:43]([C:46]([CH3:48])=[CH2:47])[CH2:44][CH2:45][C@:2]2([NH:1][CH2:61][CH2:60][C:57]2([OH:63])[CH2:56][CH2:55][CH:54]([O:53][S:50]([CH3:49])(=[O:52])=[O:51])[CH2:59][CH2:58]2)[CH2:19][CH2:18]4)[CH2:15][CH2:14]3)=[CH:25][CH2:26]1. Given the reactants [NH2:1][C@:2]12[CH2:45][CH2:44][C@@H:43]([C:46]([CH3:48])=[CH2:47])[C@@H:3]1[C@@H:4]1[C@@:17]([CH3:20])([CH2:18][CH2:19]2)[C@@:16]2([CH3:21])[C@@H:7]([C@:8]3([CH3:42])[C@@H:13]([CH2:14][CH2:15]2)[C:12]([CH3:23])([CH3:22])[C:11]([C:24]2[CH2:29][CH2:28][C@@:27]([CH2:40][F:41])([C:30]([O:32][CH2:33][C:34]4[CH:39]=[CH:38][CH:37]=[CH:36][CH:35]=4)=[O:31])[CH2:26][CH:25]=2)=[CH:10][CH2:9]3)[CH2:6][CH2:5]1.[CH3:49][S:50]([O:53][CH:54]1[CH2:59][CH2:58][C:57]([OH:63])([CH2:60][CH:61]=O)[CH2:56][CH2:55]1)(=[O:52])=[O:51].C(=O)(O)[O-].[Na+], predict the reaction product. (2) Given the reactants [CH:1]([C:4]1[CH:5]=[CH:6][CH:7]=[C:8]2[C:12]=1[NH:11][C:10]([CH3:13])=[CH:9]2)([CH3:3])[CH3:2].[CH3:14]N(C=O)C.[H-].[Na+].IC, predict the reaction product. The product is: [CH:1]([C:4]1[CH:5]=[CH:6][CH:7]=[C:8]2[C:12]=1[N:11]([CH3:14])[C:10]([CH3:13])=[CH:9]2)([CH3:3])[CH3:2].